From a dataset of Peptide-MHC class I binding affinity with 185,985 pairs from IEDB/IMGT. Regression. Given a peptide amino acid sequence and an MHC pseudo amino acid sequence, predict their binding affinity value. This is MHC class I binding data. (1) The peptide sequence is KTAVQMAVF. The MHC is HLA-B08:01 with pseudo-sequence HLA-B08:01. The binding affinity (normalized) is 0.0741. (2) The peptide sequence is TSTLQEQIGW. The MHC is HLA-A30:01 with pseudo-sequence HLA-A30:01. The binding affinity (normalized) is 0. (3) The peptide sequence is VYKVYYGNAL. The MHC is HLA-A24:02 with pseudo-sequence HLA-A24:02. The binding affinity (normalized) is 0.509. (4) The MHC is Mamu-A11 with pseudo-sequence Mamu-A11. The binding affinity (normalized) is 0.0256. The peptide sequence is KFNPMKTYI. (5) The peptide sequence is VPVWKEATTT. The MHC is HLA-A02:02 with pseudo-sequence HLA-A02:02. The binding affinity (normalized) is 0.